Dataset: Reaction yield outcomes from USPTO patents with 853,638 reactions. Task: Predict the reaction yield, written as a fraction of the theoretical maximum amount of product (1.0 means a 100% yield; for example, 0.34 means a 34% yield). (1) The reactants are Br[C:2]1[N:3]([CH:17]([CH3:19])[CH3:18])[C:4]2[CH:5]=[C:6]([Cl:16])[CH:7]=[C:8]([C:12]([O:14][CH3:15])=[O:13])[C:9]=2[C:10]=1[CH3:11].[CH3:20][N:21]([CH2:23][B-](F)(F)F)[CH3:22].[K+].P([O-])([O-])([O-])=O.[K+].[K+].[K+].COC1C=CC=C(OC)C=1C1C=CC=CC=1P(C1CCCCC1)C1CCCCC1. The catalyst is O1CCOCC1.CCOC(C)=O.O.C([O-])(=O)C.[Pd+2].C([O-])(=O)C. The product is [Cl:16][C:6]1[CH:7]=[C:8]([C:12]([O:14][CH3:15])=[O:13])[C:9]2[C:10]([CH3:11])=[C:2]([CH2:20][N:21]([CH3:23])[CH3:22])[N:3]([CH:17]([CH3:19])[CH3:18])[C:4]=2[CH:5]=1. The yield is 0.480. (2) The product is [Br:1][C:2]1[CH:9]=[CH:8][C:5]([CH2:6][N:7]2[CH2:18][CH2:19][CH2:20][S:21]2(=[O:23])=[O:22])=[CH:4][CH:3]=1. The catalyst is CN(C)C=O. The yield is 0.940. The reactants are [Br:1][C:2]1[CH:9]=[CH:8][C:5]([CH2:6][NH2:7])=[CH:4][CH:3]=1.C(N(CC)CC)C.Cl[CH2:18][CH2:19][CH2:20][S:21](Cl)(=[O:23])=[O:22].[H-].[Na+]. (3) The reactants are [Cl:1][C:2]1[CH:7]=[CH:6][C:5]([CH2:8][OH:9])=[CH:4][C:3]=1[N+:10]([O-])=O.C([O-])=O.[NH4+].C1(C)C=CC=CC=1. The catalyst is [Fe].O. The product is [NH2:10][C:3]1[CH:4]=[C:5]([CH2:8][OH:9])[CH:6]=[CH:7][C:2]=1[Cl:1]. The yield is 0.850. (4) The reactants are [NH2:1][C:2]1[CH:10]=[CH:9][CH:8]=[C:7]2[C:3]=1[CH2:4][O:5][C:6]2=[O:11].[O:12]=[C:13]([C:17]1[CH:22]=[CH:21][CH:20]=[CH:19][CH:18]=1)[C:14](O)=[O:15].CN(C(ON1N=NC2C=CC=CC1=2)=[N+](C)C)C.F[P-](F)(F)(F)(F)F.Cl. The catalyst is ClCCl.O. The product is [O:12]=[C:13]([C:17]1[CH:22]=[CH:21][CH:20]=[CH:19][CH:18]=1)[C:14]([NH:1][C:2]1[CH:10]=[CH:9][CH:8]=[C:7]2[C:3]=1[CH2:4][O:5][C:6]2=[O:11])=[O:15]. The yield is 0.660. (5) The reactants are Br[C:2]1[CH:3]=[C:4]2[C:9](=[CH:10][CH:11]=1)[N:8]=[CH:7][C:6]([C:12](=[O:16])[CH2:13][CH2:14][CH3:15])=[C:5]2[NH:17][C:18]1[CH:23]=[CH:22][C:21]([CH2:24][N:25]([CH3:27])[CH3:26])=[CH:20][CH:19]=1.[Cl:28][C:29]1[CH:34]=[C:33](B2OC(C)(C)C(C)(C)O2)[CH:32]=[C:31]([Cl:44])[C:30]=1[OH:45]. No catalyst specified. The product is [Cl:28][C:29]1[CH:34]=[C:33]([C:2]2[CH:3]=[C:4]3[C:9](=[CH:10][CH:11]=2)[N:8]=[CH:7][C:6]([C:12](=[O:16])[CH2:13][CH2:14][CH3:15])=[C:5]3[NH:17][C:18]2[CH:23]=[CH:22][C:21]([CH2:24][N:25]([CH3:26])[CH3:27])=[CH:20][CH:19]=2)[CH:32]=[C:31]([Cl:44])[C:30]=1[OH:45]. The yield is 0.430.